This data is from Merck oncology drug combination screen with 23,052 pairs across 39 cell lines. The task is: Regression. Given two drug SMILES strings and cell line genomic features, predict the synergy score measuring deviation from expected non-interaction effect. (1) Drug 1: CCC1(O)CC2CN(CCc3c([nH]c4ccccc34)C(C(=O)OC)(c3cc4c(cc3OC)N(C)C3C(O)(C(=O)OC)C(OC(C)=O)C5(CC)C=CCN6CCC43C65)C2)C1. Drug 2: CC(C)CC(NC(=O)C(Cc1ccccc1)NC(=O)c1cnccn1)B(O)O. Cell line: COLO320DM. Synergy scores: synergy=-8.99. (2) Drug 1: CCC1=CC2CN(C1)Cc1c([nH]c3ccccc13)C(C(=O)OC)(c1cc3c(cc1OC)N(C)C1C(O)(C(=O)OC)C(OC(C)=O)C4(CC)C=CCN5CCC31C54)C2. Drug 2: CCN(CC)CCNC(=O)c1c(C)[nH]c(C=C2C(=O)Nc3ccc(F)cc32)c1C. Cell line: OCUBM. Synergy scores: synergy=-30.4.